The task is: Predict the product of the given reaction.. This data is from Forward reaction prediction with 1.9M reactions from USPTO patents (1976-2016). (1) Given the reactants C([O:3][C:4](=[O:19])[CH:5]([O:16][CH2:17][CH3:18])[CH2:6][C:7]1[CH:8]=[C:9]2[C:13](=[CH:14][CH:15]=1)[NH:12][CH:11]=[CH:10]2)C.Cl[CH2:21][C:22]1[N:23]=[C:24]([C:28]2[CH:33]=[CH:32][CH:31]=[CH:30][C:29]=2[CH3:34])[O:25][C:26]=1[CH3:27], predict the reaction product. The product is: [CH2:17]([O:16][CH:5]([CH2:6][C:7]1[CH:8]=[C:9]2[C:13](=[CH:14][CH:15]=1)[N:12]([CH2:21][C:22]1[N:23]=[C:24]([C:28]3[CH:33]=[CH:32][CH:31]=[CH:30][C:29]=3[CH3:34])[O:25][C:26]=1[CH3:27])[CH:11]=[CH:10]2)[C:4]([OH:3])=[O:19])[CH3:18]. (2) Given the reactants O[C@@H](C1C=CC=CC=1)C(O)=O.[CH2:12]([O:20][C:21]([C@:23]1([NH2:28])[CH2:27][CH2:26][O:25][CH2:24]1)=[O:22])[CH2:13][C:14]1[CH:19]=[CH:18][CH:17]=[CH:16][CH:15]=1.C(=O)([O-])O.[Na+], predict the reaction product. The product is: [CH2:12]([O:20][C:21]([C@:23]1([NH2:28])[CH2:27][CH2:26][O:25][CH2:24]1)=[O:22])[CH2:13][C:14]1[CH:15]=[CH:16][CH:17]=[CH:18][CH:19]=1. (3) Given the reactants N1[CH:5]=[CH:4][CH:3]=N1.C(O[C:9]([C:11]1[C:15](C)=[C:14](N)[N:13]([CH3:18])[N:12]=1)=O)C.[CH2:19](OC(=O)C(=O)C(C#N)C)[CH3:20].Cl.CNN.NC1N(C(OC(C)(C)C)=O)N=C(C(OC)=O)C=1.O=[C:52]1NC2C=CC=CC=2C(C2C=CC=CC=2)=N[CH:53]1[NH:69][C:70]([C:72]1[C:76]([CH3:77])=[C:75]([NH:78][C:79](=[O:87])[C:80]2[CH:85]=[CH:84][CH:83]=[CH:82][C:81]=2[Cl:86])[N:74]([C:88]2C=CC=CN=2)[N:73]=1)=[O:71], predict the reaction product. The product is: [N:12]1([C:11]2[CH:9]=[CH:18][N:13]=[CH:14][CH:15]=2)[CH2:20][CH2:19][CH:5]([CH2:52][CH2:53][NH:69][C:70]([C:72]2[C:76]([CH3:77])=[C:75]([NH:78][C:79](=[O:87])[C:80]3[CH:85]=[CH:84][CH:83]=[CH:82][C:81]=3[Cl:86])[N:74]([CH3:88])[N:73]=2)=[O:71])[CH2:4][CH2:3]1. (4) Given the reactants [BH4-].[Na+].[C:3]([C:7]1[CH:28]=[CH:27][C:10]([CH2:11][CH:12]([C:18]([C:20]2[CH:25]=[CH:24][C:23]([F:26])=[CH:22][CH:21]=2)=[O:19])[C:13]([O:15][CH2:16][CH3:17])=[O:14])=[CH:9][CH:8]=1)([CH3:6])([CH3:5])[CH3:4].Cl, predict the reaction product. The product is: [C:3]([C:7]1[CH:28]=[CH:27][C:10]([CH2:11][CH:12]([CH:18]([C:20]2[CH:21]=[CH:22][C:23]([F:26])=[CH:24][CH:25]=2)[OH:19])[C:13]([O:15][CH2:16][CH3:17])=[O:14])=[CH:9][CH:8]=1)([CH3:4])([CH3:5])[CH3:6]. (5) Given the reactants C([O:74][C@@H:63]1[C@@H:64]([O:70]C(=O)C)[C@H:65]([O:66]C(=O)C)[C@H:60](N2C=C(COCCCCCCC3(CCCCCCOCC4N=NN([C@H:60]5[C@H:65]([O:66]C(=O)C)[C@@H:64]([O:70]C(=O)C)[C@H:63]([O:74]C(=O)C)[C@@H:62]([C:78]([OH:80])=[O:79])[O:61]5)C=4)C4C=C(Br)C=CC=4C4C3=CC(Br)=CC=4)N=N2)[O:61][C@H:62]1[C:78]([OH:80])=[O:79])(=O)C.C1C[O:87]CC1.C([O-])([O-])=O.[K+].[K+].CO, predict the reaction product. The product is: [O:87]=[CH:60][C@@H:65]([C@H:64]([C@@H:63]([C@@H:62]([C:78]([OH:80])=[O:79])[OH:61])[OH:74])[OH:70])[OH:66]. (6) Given the reactants C(O[C:4]([CH:6]1[C:12](=O)[CH2:11][CH2:10][N:9]([C:14]2[C:19]([C:20]([F:23])([F:22])[F:21])=[CH:18][CH:17]=[CH:16][N:15]=2)[CH2:8][CH2:7]1)=[O:5])C.CC[O-].[Na+].[NH2:28][C:29]([NH2:31])=[S:30].[CH3:32]I, predict the reaction product. The product is: [CH3:32][S:30][C:29]1[N:31]=[C:4]([OH:5])[C:6]2[CH2:7][CH2:8][N:9]([C:14]3[C:19]([C:20]([F:21])([F:22])[F:23])=[CH:18][CH:17]=[CH:16][N:15]=3)[CH2:10][CH2:11][C:12]=2[N:28]=1. (7) The product is: [CH2:1]([O:8][C:9]([N:11]1[CH2:12][CH2:13][C@H:25]([OH:21])[C@H:26]([OH:29])[CH2:28]1)=[O:10])[C:2]1[CH:7]=[CH:6][CH:5]=[CH:4][CH:3]=1. Given the reactants [CH2:1]([O:8][C:9]([N:11]1CC=C[CH2:13][CH2:12]1)=[O:10])[C:2]1[CH:7]=[CH:6][CH:5]=[CH:4][CH:3]=1.C[N+]1([O-])CC[O:21]CC1.[CH3:25][C:26]([OH:29])([CH3:28])C.S([O-])([O-])(=O)=S.[Na+].[Na+], predict the reaction product. (8) Given the reactants [CH3:1][C:2]([C:35]([OH:37])=[O:36])([C:4]1[CH:5]=[CH:6][C:7]([CH:10]([OH:34])[CH2:11][CH2:12][CH2:13][N:14]2[CH2:19][CH2:18][CH:17]([C:20]([OH:33])([C:27]3[CH:28]=[CH:29][CH:30]=[CH:31][CH:32]=3)[C:21]3[CH:22]=[CH:23][CH:24]=[CH:25][CH:26]=3)[CH2:16][CH2:15]2)=[CH:8][CH:9]=1)[CH3:3].Cl, predict the reaction product. The product is: [CH3:3][C:2]([C:35]([OH:37])=[O:36])([C:4]1[CH:9]=[CH:8][C:7]([CH:10]([OH:34])[CH2:11][CH2:12][CH2:13][N:14]2[CH2:15][CH2:16][CH:17]([C:20]([OH:33])([C:21]3[CH:26]=[CH:25][CH:24]=[CH:23][CH:22]=3)[C:27]3[CH:28]=[CH:29][CH:30]=[CH:31][CH:32]=3)[CH2:18][CH2:19]2)=[CH:6][CH:5]=1)[CH3:1].